This data is from Full USPTO retrosynthesis dataset with 1.9M reactions from patents (1976-2016). The task is: Predict the reactants needed to synthesize the given product. (1) Given the product [Cl:1][C:2]1[CH:7]=[C:6]([O:8][CH3:9])[CH:5]=[CH:4][C:3]=1[O:10][C:18]1[N:27]=[C:26]([C:28]2[CH:33]=[CH:32][C:31]([CH3:34])=[C:30]([F:35])[CH:29]=2)[CH:25]=[CH:24][C:19]=1[C:20]([O:22][CH3:23])=[O:21], predict the reactants needed to synthesize it. The reactants are: [Cl:1][C:2]1[CH:7]=[C:6]([O:8][CH3:9])[CH:5]=[CH:4][C:3]=1[OH:10].C(=O)([O-])[O-].[K+].[K+].Cl[C:18]1[N:27]=[C:26]([C:28]2[CH:33]=[CH:32][C:31]([CH3:34])=[C:30]([F:35])[CH:29]=2)[CH:25]=[CH:24][C:19]=1[C:20]([O:22][CH3:23])=[O:21]. (2) Given the product [F:12][C:13]1[CH:14]=[CH:15][C:16]([O:19][CH2:20][C:21]2[N:25]([CH3:26])[N:24]=[CH:23][C:22]=2[CH2:27][OH:28])=[N:17][CH:18]=1, predict the reactants needed to synthesize it. The reactants are: [H-].[Al+3].[Li+].[H-].[H-].[H-].O1CCCC1.[F:12][C:13]1[CH:14]=[CH:15][C:16]([O:19][CH2:20][C:21]2[N:25]([CH3:26])[N:24]=[CH:23][C:22]=2[C:27](OCC)=[O:28])=[N:17][CH:18]=1.S([O-])([O-])(=O)=O.[Na+].[Na+]. (3) The reactants are: [Br:1][C:2]1[CH:7]=[CH:6][C:5]([S:8](Cl)(=[O:10])=[O:9])=[C:4]([CH3:12])[CH:3]=1.[CH3:13][NH:14][CH3:15]. Given the product [Br:1][C:2]1[CH:7]=[CH:6][C:5]([S:8]([N:14]([CH3:15])[CH3:13])(=[O:10])=[O:9])=[C:4]([CH3:12])[CH:3]=1, predict the reactants needed to synthesize it.